From a dataset of Forward reaction prediction with 1.9M reactions from USPTO patents (1976-2016). Predict the product of the given reaction. (1) Given the reactants [CH3:1][N:2]([C:4](/[CH:6]=[CH:7]/[CH:8]1[CH2:13][CH2:12][CH2:11][CH2:10][CH2:9]1)=[O:5])[CH3:3].[Br:14]Br.C(N(CC)CC)C, predict the reaction product. The product is: [CH3:1][N:2]([C:4](/[C:6](/[Br:14])=[CH:7]/[CH:8]1[CH2:13][CH2:12][CH2:11][CH2:10][CH2:9]1)=[O:5])[CH3:3]. (2) The product is: [Cl:33][C:34]1[CH:39]=[CH:38][C:37]([NH:40][C:41](=[O:42])[N:29]([CH2:28][C:24]2[CH:23]=[CH:22][CH:21]=[C:20]3[C:25]=2[C:26](=[O:27])[N:18]([CH:17]2[CH2:16][CH2:15][C:14](=[O:32])[NH:13][C:12]2=[O:11])[C:19]3=[O:31])[CH3:30])=[CH:36][CH:35]=1. Given the reactants C(N(C(C)C)CC)(C)C.Cl.[O:11]=[C:12]1[CH:17]([N:18]2[C:26](=[O:27])[C:25]3[C:20](=[CH:21][CH:22]=[CH:23][C:24]=3[CH2:28][NH:29][CH3:30])[C:19]2=[O:31])[CH2:16][CH2:15][C:14](=[O:32])[NH:13]1.[Cl:33][C:34]1[CH:39]=[CH:38][C:37]([N:40]=[C:41]=[O:42])=[CH:36][CH:35]=1, predict the reaction product. (3) Given the reactants [OH:1][C:2]1[CH:3]=[C:4]([C:10]2[C:14]([CH3:16])([CH3:15])[C:13](=[O:17])[N:12]([CH:18]3[CH2:23][CH2:22][N:21]([C:24](=[O:33])[CH2:25][N:26]4[C:30](=[O:31])[CH2:29][CH2:28][C:27]4=[O:32])[CH2:20][CH2:19]3)[N:11]=2)[CH:5]=[CH:6][C:7]=1[O:8][CH3:9].Br[CH2:35][CH:36]1[CH2:38][CH2:37]1.C(=O)([O-])[O-].[K+].[K+], predict the reaction product. The product is: [CH:36]1([CH2:35][O:1][C:2]2[CH:3]=[C:4]([C:10]3[C:14]([CH3:15])([CH3:16])[C:13](=[O:17])[N:12]([CH:18]4[CH2:23][CH2:22][N:21]([C:24](=[O:33])[CH2:25][N:26]5[C:27](=[O:32])[CH2:28][CH2:29][C:30]5=[O:31])[CH2:20][CH2:19]4)[N:11]=3)[CH:5]=[CH:6][C:7]=2[O:8][CH3:9])[CH2:38][CH2:37]1. (4) Given the reactants [Cl:1][C:2]1[CH:3]=[C:4]([CH:6]=[CH:7][CH:8]=1)[NH2:5].[N:9]([O-])=O.[Na+].[CH3:13][N:14]=[C:15]=O.[C:17]([O-:20])(=O)C.[Na+].[CH3:22][OH:23], predict the reaction product. The product is: [Cl-:1].[Cl:1][C:2]1[CH:3]=[C:4]([N+:5]#[N:9])[CH:6]=[CH:7][CH:8]=1.[CH3:22][O:23][C:17]([C:15]1[N:14]=[CH:13][N:5]([C:4]2[CH:6]=[CH:7][CH:8]=[C:2]([Cl:1])[CH:3]=2)[N:9]=1)=[O:20].